Dataset: Forward reaction prediction with 1.9M reactions from USPTO patents (1976-2016). Task: Predict the product of the given reaction. (1) Given the reactants [CH3:1][O:2][C:3](=[O:21])/[CH:4]=[CH:5]/[CH:6]1[CH2:11][CH2:10][CH:9]([C:12]2[CH:17]=[CH:16][C:15]([N+:18]([O-])=O)=[CH:14][CH:13]=2)[CH2:8][CH2:7]1, predict the reaction product. The product is: [CH3:1][O:2][C:3](=[O:21])[CH2:4][CH2:5][CH:6]1[CH2:7][CH2:8][CH:9]([C:12]2[CH:13]=[CH:14][C:15]([NH2:18])=[CH:16][CH:17]=2)[CH2:10][CH2:11]1. (2) The product is: [O:12]=[C:8]1[CH:7]=[CH:6][C:5]2[C:10](=[CH:11][C:2]([CH:1]=[O:16])=[CH:3][CH:4]=2)[O:9]1. Given the reactants [CH3:1][C:2]1[CH:11]=[C:10]2[C:5]([CH:6]=[CH:7][C:8](=[O:12])[O:9]2)=[CH:4][CH:3]=1.C1C(=O)N(Br)C(=[O:16])C1.CC(N=NC(C#N)(C)C)(C#N)C.[Al], predict the reaction product. (3) Given the reactants Br[C:2]1[CH:7]=[CH:6][C:5]([OH:8])=[C:4]([F:9])[CH:3]=1.[CH3:10][C:11]1[CH:12]=[N:13][NH:14][CH:15]=1.P([O-])([O-])([O-])=O.[K+].[K+].[K+].CNCCNC.Cl, predict the reaction product. The product is: [F:9][C:4]1[CH:3]=[C:2]([N:13]2[CH:12]=[C:11]([CH3:10])[CH:15]=[N:14]2)[CH:7]=[CH:6][C:5]=1[OH:8]. (4) Given the reactants F[C:2]1[CH:3]=[C:4]([CH:7]=[C:8]([C:10]([F:13])([F:12])[F:11])[CH:9]=1)[C:5]#[N:6].[NH:14]1[CH2:19][CH2:18][O:17][CH2:16][CH2:15]1, predict the reaction product. The product is: [N:14]1([C:2]2[CH:3]=[C:4]([CH:7]=[C:8]([C:10]([F:13])([F:12])[F:11])[CH:9]=2)[C:5]#[N:6])[CH2:19][CH2:18][O:17][CH2:16][CH2:15]1. (5) Given the reactants N[C:2]1[C:3]([C:9]([O:11][CH3:12])=[O:10])=[N:4][C:5]([Cl:8])=[CH:6][N:7]=1.N([O-])=O.[Na+].C(OCC)(=O)C.O.[ClH:24], predict the reaction product. The product is: [Cl:24][C:2]1[C:3]([C:9]([O:11][CH3:12])=[O:10])=[N:4][C:5]([Cl:8])=[CH:6][N:7]=1. (6) Given the reactants Cl[C:2]1[CH:7]=[C:6]([O:8][CH2:9][C:10]2[N:15]=[CH:14][C:13]([C:16]#[N:17])=[CH:12][CH:11]=2)[N:5]=[C:4]2[CH2:18][CH2:19][CH2:20][C:3]=12.[F:21][C:22]1[CH:23]=[N:24][CH:25]=[C:26](B2OC(C)(C)C(C)(C)O2)[CH:27]=1, predict the reaction product. The product is: [F:21][C:22]1[CH:27]=[C:26]([C:2]2[CH:7]=[C:6]([O:8][CH2:9][C:10]3[N:15]=[CH:14][C:13]([C:16]#[N:17])=[CH:12][CH:11]=3)[N:5]=[C:4]3[CH2:18][CH2:19][CH2:20][C:3]=23)[CH:25]=[N:24][CH:23]=1.